From a dataset of Reaction yield outcomes from USPTO patents with 853,638 reactions. Predict the reaction yield, written as a fraction of the theoretical maximum amount of product (1.0 means a 100% yield; for example, 0.34 means a 34% yield). (1) The reactants are [Br:1][C:2]1[C:3](=O)[C:4]2[C:12](=[CH:13][CH:14]=1)[C:11]1[C:6](=[CH:7][C:8]([Br:15])=[CH:9][CH:10]=1)[CH:5]=2.[C:17](O)(=O)[CH3:18]. The catalyst is CCOCC. The product is [Br:1][C:2]1[CH:14]=[CH:13][C:12]2[C:11]3[C:6](=[CH:7][C:8]([Br:15])=[CH:9][CH:10]=3)[C:5]3([C:18]4[CH:17]=[CH:8][CH:7]=[CH:6][C:5]=4[C:4]4[C:3]3=[CH:2][CH:14]=[CH:13][CH:12]=4)[C:4]=2[CH:3]=1. The yield is 0.600. (2) The reactants are C[O:2][C:3]([C@@H:5]1[C@@H:10]([C:11]2[CH:16]=[CH:15][C:14]([O:17][CH2:18][C:19]3[O:23][N:22]=[C:21]([C:24]4[C:29]([F:30])=[CH:28][CH:27]=[C:26]([F:31])[C:25]=4[Cl:32])[CH:20]=3)=[CH:13][CH:12]=2)[CH2:9][CH2:8][N:7]([C:33]([O:35][C:36]([CH3:39])([CH3:38])[CH3:37])=[O:34])[CH2:6]1)=[O:4].[OH-].[Na+].Cl. The catalyst is C1COCC1. The product is [C:36]([O:35][C:33]([N:7]1[CH2:8][CH2:9][C@H:10]([C:11]2[CH:12]=[CH:13][C:14]([O:17][CH2:18][C:19]3[O:23][N:22]=[C:21]([C:24]4[C:29]([F:30])=[CH:28][CH:27]=[C:26]([F:31])[C:25]=4[Cl:32])[CH:20]=3)=[CH:15][CH:16]=2)[C@@H:5]([C:3]([OH:4])=[O:2])[CH2:6]1)=[O:34])([CH3:39])([CH3:37])[CH3:38]. The yield is 1.00. (3) The reactants are [C:1]([O:5][C:6]([C:8]([NH2:12])([OH:11])[CH2:9][CH3:10])=[O:7])([CH3:4])([CH3:3])[CH3:2].[CH:13]1[CH:14]=[CH:15][C:16]([NH:23][C:24]2[C:25]([Cl:31])=[CH:26][CH:27]=[CH:28][C:29]=2[Cl:30])=[C:17]([CH2:19][C:20]([OH:22])=[O:21])[CH:18]=1.CN(C=O)C.CCN=C=NCCCN(C)C.Cl. The catalyst is ClCCl.CN(C1C=CN=CC=1)C.C(OCC)(=O)C. The product is [C:6]([C:8]([NH2:12])([OH:11])[CH2:9][CH3:10])([O:5][C:1]([CH3:2])([CH3:4])[CH3:3])=[O:7].[CH:13]1[CH:14]=[CH:15][C:16]([NH:23][C:24]2[C:29]([Cl:30])=[CH:28][CH:27]=[CH:26][C:25]=2[Cl:31])=[C:17]([CH2:19][C:20]([OH:22])=[O:21])[CH:18]=1. The yield is 0.800. (4) The reactants are C[O:2][C:3]([C:5]1[CH:6]=[N:7][C:8]([C:11]2[CH:16]=[CH:15][C:14]([F:17])=[CH:13][CH:12]=2)=[CH:9][CH:10]=1)=[O:4].[OH-].[Na+]. The catalyst is C1COCC1. The product is [F:17][C:14]1[CH:15]=[CH:16][C:11]([C:8]2[N:7]=[CH:6][C:5]([C:3]([OH:4])=[O:2])=[CH:10][CH:9]=2)=[CH:12][CH:13]=1. The yield is 0.370. (5) The product is [Br:19][C:5]1[CH:4]=[C:3]2[C:8]([O:9][C:10]3[C:11]([F:18])=[CH:12][C:13]([O:16][CH3:17])=[CH:14][C:15]=3[C:2]32[CH2:20][CH2:21][O:22][C:33]([NH:32][C:30](=[O:31])[C:29]2[CH:28]=[CH:27][C:26]([N+:23]([O-:25])=[O:24])=[CH:36][CH:35]=2)=[N:1]3)=[CH:7][CH:6]=1. The catalyst is C1COCC1. The yield is 0.568. The reactants are [NH2:1][C:2]1([CH2:20][CH2:21][OH:22])[C:15]2[CH:14]=[C:13]([O:16][CH3:17])[CH:12]=[C:11]([F:18])[C:10]=2[O:9][C:8]2[C:3]1=[CH:4][C:5]([Br:19])=[CH:6][CH:7]=2.[N+:23]([C:26]1[CH:36]=[CH:35][C:29]([C:30]([N:32]=[C:33]=S)=[O:31])=[CH:28][CH:27]=1)([O-:25])=[O:24].C(Cl)CCl.O. (6) The reactants are [C:1]([O:5][C:6]([CH:8]1[CH2:13][CH:12]2[CH2:14][CH:9]1[C:10](=[O:15])[O:11]2)=[O:7])([CH3:4])([CH3:3])[CH3:2].[OH-].[Li+].Cl.Cl.[CH2:20]([O:22][C:23]([C@@:25]1([NH2:30])[CH2:27][C@H:26]1[CH:28]=[CH2:29])=[O:24])[CH3:21].C(N(C(C)C)CC)(C)C.CN(C(ON1N=NC2C=CC=NC1=2)=[N+](C)C)C.F[P-](F)(F)(F)(F)F. The catalyst is O1CCOCC1.O. The product is [C:1]([O:5][C:6]([C@@H:8]1[CH2:13][C@@H:12]([OH:11])[CH2:14][C@H:9]1[C:10](=[O:15])[NH:30][C@:25]1([C:23]([O:22][CH2:20][CH3:21])=[O:24])[CH2:27][C@H:26]1[CH:28]=[CH2:29])=[O:7])([CH3:4])([CH3:3])[CH3:2]. The yield is 0.890. (7) The product is [CH3:33][O:34][C:35]([C:37]1[S:38][C:39]([CH:42]([C:20]2[N:19]([S:16]([C:12]3[CH:13]=[CH:14][CH:15]=[C:10]([C:7]([CH3:6])([CH3:8])[CH3:9])[CH:11]=3)(=[O:17])=[O:18])[C:27]3[C:22]([C:21]=2[CH3:32])=[CH:23][C:24]([C:28]([F:29])([F:30])[F:31])=[CH:25][CH:26]=3)[OH:43])=[CH:40][CH:41]=1)=[O:36]. The catalyst is O1CCCC1.[NH4+].[Cl-]. The yield is 0.620. The reactants are C([Li])CCC.[CH3:6][C:7]([C:10]1[CH:11]=[C:12]([S:16]([N:19]2[C:27]3[C:22](=[CH:23][C:24]([C:28]([F:31])([F:30])[F:29])=[CH:25][CH:26]=3)[C:21]([CH3:32])=[CH:20]2)(=[O:18])=[O:17])[CH:13]=[CH:14][CH:15]=1)([CH3:9])[CH3:8].[CH3:33][O:34][C:35]([C:37]1[S:38][C:39]([CH:42]=[O:43])=[CH:40][CH:41]=1)=[O:36]. (8) The reactants are [H-].[Na+].[CH2:3]([C:5]1[C:6]([C:18]2[CH:23]=[CH:22][CH:21]=[CH:20][CH:19]=2)=[C:7]([OH:17])[C:8]2[C:13]([CH:14]=1)=[CH:12][C:11]([O:15][CH3:16])=[CH:10][CH:9]=2)[CH3:4].F[C:25]1[CH:32]=[CH:31][C:28]([CH:29]=[O:30])=[CH:27][CH:26]=1.O. The catalyst is CN(C=O)C. The product is [CH2:3]([C:5]1[C:6]([C:18]2[CH:23]=[CH:22][CH:21]=[CH:20][CH:19]=2)=[C:7]([O:17][C:25]2[CH:32]=[CH:31][C:28]([CH:29]=[O:30])=[CH:27][CH:26]=2)[C:8]2[C:13]([CH:14]=1)=[CH:12][C:11]([O:15][CH3:16])=[CH:10][CH:9]=2)[CH3:4]. The yield is 0.860. (9) The reactants are [CH3:1][CH:2]([CH2:6][CH2:7][CH2:8][CH:9]([CH3:11])[CH3:10])[CH2:3][CH2:4]O.N1C=CN=C1.C1(P(C2C=CC=CC=2)C2C=CC=CC=2)C=CC=CC=1.[I:36]I. The catalyst is C1(C)C=CC=CC=1.CCCCCC. The product is [I:36][CH2:4][CH2:3][CH:2]([CH3:1])[CH2:6][CH2:7][CH2:8][CH:9]([CH3:11])[CH3:10]. The yield is 0.710.